Dataset: NCI-60 drug combinations with 297,098 pairs across 59 cell lines. Task: Regression. Given two drug SMILES strings and cell line genomic features, predict the synergy score measuring deviation from expected non-interaction effect. Synergy scores: CSS=44.7, Synergy_ZIP=-4.73, Synergy_Bliss=-5.00, Synergy_Loewe=-3.66, Synergy_HSA=-2.19. Drug 2: CC1C(C(CC(O1)OC2CC(CC3=C2C(=C4C(=C3O)C(=O)C5=C(C4=O)C(=CC=C5)OC)O)(C(=O)CO)O)N)O.Cl. Cell line: HT29. Drug 1: COCCOC1=C(C=C2C(=C1)C(=NC=N2)NC3=CC=CC(=C3)C#C)OCCOC.Cl.